This data is from Forward reaction prediction with 1.9M reactions from USPTO patents (1976-2016). The task is: Predict the product of the given reaction. (1) Given the reactants [CH2:1]([O:5][C:6]1[C:15]2[C:10](=[CH:11][C:12]([F:16])=[CH:13][CH:14]=2)[C:9](=[O:17])[N:8]([CH2:18][C:19]([CH3:22])([CH3:21])[CH3:20])[C:7]=1[C:23]([O-:25])=[O:24])[CH2:2][CH2:3][CH3:4].[OH-].[Na+].O.Cl, predict the reaction product. The product is: [CH2:1]([O:5][C:6]1[C:15]2[C:10](=[CH:11][C:12]([F:16])=[CH:13][CH:14]=2)[C:9](=[O:17])[N:8]([CH2:18][C:19]([CH3:21])([CH3:20])[CH3:22])[C:7]=1[C:23]([OH:25])=[O:24])[CH2:2][CH2:3][CH3:4]. (2) Given the reactants [CH2:1]([CH:4]1[CH2:9][CH2:8][CH:7]([CH:10]2[CH2:15][O:14][CH:13]([C:16]3[CH:21]=[CH:20][C:19](/[CH:22]=[CH:23]/[C:24]([OH:26])=[O:25])=[CH:18][CH:17]=3)[O:12][CH2:11]2)[CH2:6][CH2:5]1)[CH2:2][CH3:3].Cl.CN(C)CCCN=C=NCC.C(Cl)Cl.[CH:42]12[CH2:48][CH:45]([CH:46]=[CH:47]1)[CH2:44][CH:43]2[CH2:49]O, predict the reaction product. The product is: [CH2:1]([CH:4]1[CH2:5][CH2:6][CH:7]([CH:10]2[CH2:11][O:12][CH:13]([C:16]3[CH:17]=[CH:18][C:19](/[CH:22]=[CH:23]/[C:24]([O:26][CH2:49][CH:43]4[CH2:44][CH:45]5[CH2:48][CH:42]4[CH:47]=[CH:46]5)=[O:25])=[CH:20][CH:21]=3)[O:14][CH2:15]2)[CH2:8][CH2:9]1)[CH2:2][CH3:3]. (3) Given the reactants [CH2:1]([O:8][C:9]1[CH:10]=[CH:11][C:12]2[CH2:13][C@H:14]3[N:26]([CH2:27][CH:28]4[CH2:30][CH2:29]4)[CH2:25][CH2:24][C@:20]45[C:21]=2[C:22]=1[O:23][C@H:19]4[CH2:18][CH2:17][CH2:16][C@@:15]35[OH:31])[C:2]1[CH:7]=[CH:6][CH:5]=[CH:4][CH:3]=1.[CH2:32](Br)[CH:33]=[CH2:34].[H-].[Na+], predict the reaction product. The product is: [CH2:34]([O:31][C@:15]12[C@@H:14]3[N:26]([CH2:27][CH:28]4[CH2:30][CH2:29]4)[CH2:25][CH2:24][C@:20]41[C:21]1[C:22]([O:23][C@H:19]4[CH2:18][CH2:17][CH2:16]2)=[C:9]([O:8][CH2:1][C:2]2[CH:7]=[CH:6][CH:5]=[CH:4][CH:3]=2)[CH:10]=[CH:11][C:12]=1[CH2:13]3)[CH:33]=[CH2:32].